The task is: Predict which catalyst facilitates the given reaction.. This data is from Catalyst prediction with 721,799 reactions and 888 catalyst types from USPTO. (1) Reactant: Br[C:2]1[CH:7]=[CH:6][C:5]([Br:8])=[CH:4][N:3]=1.[Br-].[CH2:10]([O:12][C:13](=[O:18])[CH2:14][CH2:15][CH2:16][Zn+])[CH3:11].Cl. Product: [Br:8][C:5]1[CH:6]=[CH:7][C:2]([CH2:16][CH2:15][CH2:14][C:13]([O:12][CH2:10][CH3:11])=[O:18])=[N:3][CH:4]=1. The catalyst class is: 176. (2) Reactant: [CH3:1][C:2]([C:8]1[CH:13]=[CH:12][CH:11]=[CH:10][CH:9]=1)([CH3:7])[CH2:3][C:4]([NH2:6])=[O:5].[N+:14]([O-])([O-:16])=[O:15].[K+].OS(O)(=O)=O. Product: [CH3:7][C:2]([C:8]1[CH:9]=[CH:10][C:11]([N+:14]([O-:16])=[O:15])=[CH:12][CH:13]=1)([CH3:1])[CH2:3][C:4]([NH2:6])=[O:5]. The catalyst class is: 34.